This data is from Reaction yield outcomes from USPTO patents with 853,638 reactions. The task is: Predict the reaction yield, written as a fraction of the theoretical maximum amount of product (1.0 means a 100% yield; for example, 0.34 means a 34% yield). (1) The reactants are [Br:1][C:2]1[CH:11]=[CH:10][C:5]2[NH:6][C:7](=O)[S:8][C:4]=2[CH:3]=1.[NH4+].[OH-].O=P(Cl)(Cl)[Cl:16]. No catalyst specified. The product is [Br:1][C:2]1[CH:11]=[CH:10][C:5]2[N:6]=[C:7]([Cl:16])[S:8][C:4]=2[CH:3]=1. The yield is 0.830. (2) The reactants are BrC1C=C[C:5]([N:8]=C=S)=CC=1.[NH2:11][C:12]1[CH:17]=[C:16]([CH3:18])[CH:15]=[C:14]([CH3:19])[C:13]=1[OH:20].CCN=C=NCCCN(C)C. The catalyst is C1COCC1. The product is [CH3:18][C:16]1[CH:15]=[C:14]([CH3:19])[C:13]2[O:20][C:5]([NH2:8])=[N:11][C:12]=2[CH:17]=1. The yield is 0.850. (3) The reactants are [CH3:1][CH:2]([CH2:4][CH2:5][CH2:6][C@H:7]([CH2:9][CH2:10][CH2:11][C@H:12]([CH2:14][CH2:15][CH2:16]/[C:17](=[CH:19]/[CH2:20][OH:21])/[CH3:18])[CH3:13])[CH3:8])[CH3:3]. The catalyst is C(O)C.[Rh]. The product is [CH2:20]([OH:21])[CH2:19][CH:17]([CH2:16][CH2:15][CH2:14][CH:12]([CH2:11][CH2:10][CH2:9][CH:7]([CH2:6][CH2:5][CH2:4][CH:2]([CH3:3])[CH3:1])[CH3:8])[CH3:13])[CH3:18]. The yield is 1.00. (4) The reactants are Br[CH2:2][CH2:3][NH:4][C:5]1[CH:10]=[CH:9][CH:8]=[C:7]([Cl:11])[CH:6]=1.[NH2:12][C@@H:13]1[CH2:18][CH2:17][CH2:16][N:15]([C:19]([O:21][C:22]([CH3:25])([CH3:24])[CH3:23])=[O:20])[CH2:14]1.CCN(C(C)C)C(C)C. The catalyst is C1COCC1. The product is [Cl:11][C:7]1[CH:6]=[C:5]([NH:4][CH2:3][CH2:2][NH:12][C@@H:13]2[CH2:18][CH2:17][CH2:16][N:15]([C:19]([O:21][C:22]([CH3:25])([CH3:24])[CH3:23])=[O:20])[CH2:14]2)[CH:10]=[CH:9][CH:8]=1. The yield is 0.744.